Task: Predict the reactants needed to synthesize the given product.. Dataset: Full USPTO retrosynthesis dataset with 1.9M reactions from patents (1976-2016) (1) Given the product [Br:23][C:12]1[CH:11]=[C:10]([C:15]#[N:16])[C:9](=[O:17])[N:8]([C:5]2[CH:6]=[CH:7][C:2]([F:1])=[CH:3][CH:4]=2)[C:13]=1[CH3:14], predict the reactants needed to synthesize it. The reactants are: [F:1][C:2]1[CH:7]=[CH:6][C:5]([N:8]2[C:13]([CH3:14])=[CH:12][CH:11]=[C:10]([C:15]#[N:16])[C:9]2=[O:17])=[CH:4][CH:3]=1.O1CCCC1.[Br:23]N1C(=O)CCC1=O.C(=O)([O-])O.[Na+]. (2) Given the product [CH2:19]([NH:23][CH2:24][N:9]1[C:10]2[C:15](=[CH:14][CH:13]=[CH:12][CH:11]=2)[C:7](=[CH:6][C:2]2[NH:1][CH:5]=[CH:4][CH:3]=2)[C:8]1=[O:16])[CH2:20][CH2:21][CH3:22], predict the reactants needed to synthesize it. The reactants are: [NH:1]1[CH:5]=[CH:4][CH:3]=[C:2]1/[CH:6]=[C:7]1\[C:8](=[O:16])[NH:9][C:10]2[C:15]\1=[CH:14][CH:13]=[CH:12][CH:11]=2.C=O.[CH2:19]([NH2:23])[CH2:20][CH2:21][CH3:22].[CH3:24]CCCCC. (3) Given the product [I:5][C:6]1[C:15]([N+:1]([O-:4])=[O:2])=[CH:14][N:13]=[C:12]2[C:7]=1[CH2:8][CH2:9][CH2:10][NH:11]2, predict the reactants needed to synthesize it. The reactants are: [N+:1]([O-:4])(O)=[O:2].[I:5][C:6]1[CH:15]=[CH:14][N:13]=[C:12]2[C:7]=1[CH2:8][CH2:9][CH2:10][NH:11]2.[OH-].[Na+]. (4) Given the product [CH3:19][C:16]([NH:15][C:2](=[O:3])[NH:1][C:4]1[CH:13]=[CH:12][C:7]([C:8]([O:10][CH3:11])=[O:9])=[CH:6][C:5]=1[CH3:14])([CH3:20])[CH2:17][OH:18], predict the reactants needed to synthesize it. The reactants are: [N:1]([C:4]1[CH:13]=[CH:12][C:7]([C:8]([O:10][CH3:11])=[O:9])=[CH:6][C:5]=1[CH3:14])=[C:2]=[O:3].[NH2:15][C:16]([CH3:20])([CH3:19])[CH2:17][OH:18]. (5) The reactants are: [OH-].[K+].[Cl:3][C:4]1[C:9]2[N:10]=[C:11](N)[S:12][C:8]=2[CH:7]=[CH:6][CH:5]=1.Cl.C([CH2:17][O:18][C:19]1[C:20]([F:29])=[C:21]([C:26]([NH2:28])=[O:27])[C:22]([F:25])=[CH:23][CH:24]=1)#N. Given the product [Cl:3][C:4]1[C:9]2[N:10]=[C:11]([CH2:17][O:18][C:19]3[C:20]([F:29])=[C:21]([C:26]([NH2:28])=[O:27])[C:22]([F:25])=[CH:23][CH:24]=3)[S:12][C:8]=2[CH:7]=[CH:6][CH:5]=1, predict the reactants needed to synthesize it. (6) Given the product [C:16]([C:15]1([CH2:14][C:13]2[C:8]([Cl:7])=[N:9][CH:10]=[CH:11][CH:12]=2)[CH2:2][O:20]1)([CH3:17])([CH3:19])[CH3:18], predict the reactants needed to synthesize it. The reactants are: [Cl-].[CH3:2][S+](C)(C)=O.[Cl:7][C:8]1[C:13]([CH2:14][C:15](=[O:20])[C:16]([CH3:19])([CH3:18])[CH3:17])=[CH:12][CH:11]=[CH:10][N:9]=1. (7) Given the product [C:1]([O:5][C:6]([N:8]1[CH:13]2[CH2:14][CH2:15][CH:9]1[CH2:10][N:11]([C:16]1[CH:21]=[CH:20][C:19]([N:30]3[CH2:31][CH2:32][N:27]([S:24]([CH3:23])(=[O:26])=[O:25])[CH2:28][CH2:29]3)=[CH:18][CH:17]=1)[CH2:12]2)=[O:7])([CH3:4])([CH3:3])[CH3:2], predict the reactants needed to synthesize it. The reactants are: [C:1]([O:5][C:6]([N:8]1[CH:13]2[CH2:14][CH2:15][CH:9]1[CH2:10][N:11]([C:16]1[CH:21]=[CH:20][C:19](Br)=[CH:18][CH:17]=1)[CH2:12]2)=[O:7])([CH3:4])([CH3:3])[CH3:2].[CH3:23][S:24]([N:27]1[CH2:32][CH2:31][NH:30][CH2:29][CH2:28]1)(=[O:26])=[O:25].COC1C=CC=C(OC)C=1C1C=CC=CC=1P(C1CCCCC1)C1CCCCC1.CC(C)([O-])C.[Na+].